Dataset: Peptide-MHC class II binding affinity with 134,281 pairs from IEDB. Task: Regression. Given a peptide amino acid sequence and an MHC pseudo amino acid sequence, predict their binding affinity value. This is MHC class II binding data. (1) The peptide sequence is AAATAGTTVYGAFAA. The MHC is HLA-DQA10103-DQB10603 with pseudo-sequence HLA-DQA10103-DQB10603. The binding affinity (normalized) is 0.740. (2) The peptide sequence is TLTEALRVIAGTLEV. The MHC is HLA-DPA10103-DPB10301 with pseudo-sequence HLA-DPA10103-DPB10301. The binding affinity (normalized) is 0.431. (3) The peptide sequence is TPEKEEPTAAPAEPE. The MHC is DRB5_0101 with pseudo-sequence DRB5_0101. The binding affinity (normalized) is 0.0389. (4) The MHC is DRB1_0701 with pseudo-sequence DRB1_0701. The binding affinity (normalized) is 0.755. The peptide sequence is EKKYFMATQFEPLAA. (5) The peptide sequence is KRVSNVIIHGLHLYG. The MHC is HLA-DQA10101-DQB10501 with pseudo-sequence HLA-DQA10101-DQB10501. The binding affinity (normalized) is 0.231. (6) The peptide sequence is GKAFATYTNAKRIVK. The binding affinity (normalized) is 0.387. The MHC is DRB3_0101 with pseudo-sequence DRB3_0101. (7) The peptide sequence is GTVVLTATFALGAAL. The MHC is HLA-DPA10103-DPB10301 with pseudo-sequence HLA-DPA10103-DPB10301. The binding affinity (normalized) is 0.257.